Dataset: Reaction yield outcomes from USPTO patents with 853,638 reactions. Task: Predict the reaction yield, written as a fraction of the theoretical maximum amount of product (1.0 means a 100% yield; for example, 0.34 means a 34% yield). (1) The reactants are Br[C:2]1[CH:3]=[C:4]([NH:10][C:11]2[O:12][C:13]([CH3:16])=[CH:14][N:15]=2)[C:5](=[O:9])[N:6]([CH3:8])[CH:7]=1.[C:17]([O:20][CH2:21][C:22]1[C:23]([N:31]2[N:40]=[CH:39][C:38]3[C:33](=[C:34]([F:45])[CH:35]=[C:36]([C:41]([CH3:44])([CH3:43])[CH3:42])[CH:37]=3)[C:32]2=[O:46])=[N:24][CH:25]=[CH:26][C:27]=1B(O)O)(=[O:19])[CH3:18].[O-]P([O-])([O-])=O.[K+].[K+].[K+].C([O-])(=O)C.[Na+]. The catalyst is C1C=CC(P(C2C=CC=CC=2)[C-]2C=CC=C2)=CC=1.C1C=CC(P(C2C=CC=CC=2)[C-]2C=CC=C2)=CC=1.Cl[Pd]Cl.[Fe+2].C(#N)C.O. The product is [C:17]([O:20][CH2:21][C:22]1[C:23]([N:31]2[N:40]=[CH:39][C:38]3[C:33](=[C:34]([F:45])[CH:35]=[C:36]([C:41]([CH3:43])([CH3:42])[CH3:44])[CH:37]=3)[C:32]2=[O:46])=[N:24][CH:25]=[CH:26][C:27]=1[C:2]1[CH:3]=[C:4]([NH:10][C:11]2[O:12][C:13]([CH3:16])=[CH:14][N:15]=2)[C:5](=[O:9])[N:6]([CH3:8])[CH:7]=1)(=[O:19])[CH3:18]. The yield is 0.400. (2) The reactants are [C:1]([N:4]1[CH2:9][CH2:8][C:7](=O)[CH2:6][CH2:5]1)(=[O:3])[CH3:2].N1CCCCC1.CC1C=CC(S(O)(=O)=O)=CC=1.[Br:28][C:29]1[CH:37]=[CH:36][C:32]([C:33](Cl)=O)=[CH:31][CH:30]=1.Cl.[NH2:39][NH2:40]. The catalyst is C(Cl)Cl.C1C=CC=CC=1. The product is [Br:28][C:29]1[CH:37]=[CH:36][C:32]([C:33]2[C:6]3[CH2:5][N:4]([C:1](=[O:3])[CH3:2])[CH2:9][CH2:8][C:7]=3[NH:40][N:39]=2)=[CH:31][CH:30]=1. The yield is 0.500. (3) The catalyst is ClCCl.C(OCC)(=O)C.CN(C)C=O. The yield is 0.590. The reactants are [NH2:1][C:2]1[CH:3]=[CH:4][C:5]([F:30])=[C:6]([C@:8]23[CH2:16][O:15][C@H:14]([C:17]([F:20])([F:19])[CH3:18])[C@H:13]2[CH2:12][S:11][C:10]([NH:21][C:22](=[O:29])[C:23]2[CH:28]=[CH:27][CH:26]=[CH:25][CH:24]=2)=[N:9]3)[CH:7]=1.[N:31]1([C:36]2[N:37]=[CH:38][C:39]([C:42](O)=[O:43])=[N:40][CH:41]=2)[CH:35]=[N:34][CH:33]=[N:32]1.C1C=NC2N(O)N=NC=2C=1.C(N(CC)C(C)C)(C)C.CCN=C=NCCCN(C)C. The product is [C:22]([NH:21][C:10]1[S:11][CH2:12][C@@H:13]2[C@@H:14]([C:17]([F:19])([F:20])[CH3:18])[O:15][CH2:16][C@:8]2([C:6]2[CH:7]=[C:2]([NH:1][C:42]([C:39]3[CH:38]=[N:37][C:36]([N:31]4[CH:35]=[N:34][CH:33]=[N:32]4)=[CH:41][N:40]=3)=[O:43])[CH:3]=[CH:4][C:5]=2[F:30])[N:9]=1)(=[O:29])[C:23]1[CH:24]=[CH:25][CH:26]=[CH:27][CH:28]=1. (4) The reactants are [C:1]([C:5]1[NH:6][C:7]([C:10]2[CH:15]=[CH:14][N:13]=[C:12]3[N:16]([CH2:19][O:20][CH2:21][CH2:22][Si:23]([CH3:26])([CH3:25])[CH3:24])[CH:17]=[CH:18][C:11]=23)=[CH:8][N:9]=1)([CH3:4])([CH3:3])[CH3:2].[C:27](=O)([O-])[O-].[K+].[K+].CN(C=O)C.CI. The catalyst is O. The product is [C:1]([C:5]1[N:9]([CH3:27])[CH:8]=[C:7]([C:10]2[CH:15]=[CH:14][N:13]=[C:12]3[N:16]([CH2:19][O:20][CH2:21][CH2:22][Si:23]([CH3:26])([CH3:25])[CH3:24])[CH:17]=[CH:18][C:11]=23)[N:6]=1)([CH3:4])([CH3:2])[CH3:3]. The yield is 0.510. (5) The reactants are CC1(C)C(C)(C)[O:5][B:4]([C:9]2[CH:14]=[CH:13][C:12]([S:15]([NH:18][CH2:19][CH2:20][CH2:21][CH2:22][CH2:23][CH2:24][CH2:25][CH2:26][CH2:27][CH2:28][CH2:29][C:30]([O:32]C)=[O:31])(=[O:17])=[O:16])=[CH:11][CH:10]=2)[O:3]1.[OH-].[Li+].CO. The catalyst is CO.O.C(Cl)Cl. The product is [B:4]([C:9]1[CH:14]=[CH:13][C:12]([S:15]([NH:18][CH2:19][CH2:20][CH2:21][CH2:22][CH2:23][CH2:24][CH2:25][CH2:26][CH2:27][CH2:28][CH2:29][C:30]([OH:32])=[O:31])(=[O:17])=[O:16])=[CH:11][CH:10]=1)([OH:3])[OH:5]. The yield is 0.650.